From a dataset of Full USPTO retrosynthesis dataset with 1.9M reactions from patents (1976-2016). Predict the reactants needed to synthesize the given product. (1) Given the product [N:16]1([C:22]([N:2]2[CH2:3][CH:4]3[CH2:8][C:7](=[O:9])[CH2:6][CH:5]3[CH2:1]2)=[O:23])[CH2:21][CH2:20][O:19][CH2:18][CH2:17]1, predict the reactants needed to synthesize it. The reactants are: [CH2:1]1[CH:5]2[CH2:6][C:7](=[O:9])[CH2:8][CH:4]2[CH2:3][NH:2]1.C(=O)([O-])[O-].[K+].[K+].[N:16]1([C:22](Cl)=[O:23])[CH2:21][CH2:20][O:19][CH2:18][CH2:17]1. (2) Given the product [F:12][C:6]1[CH:7]=[CH:8][CH:9]=[C:10]([F:11])[C:5]=1[CH2:4][N:1]1[CH:19]=[C:14]([C:15]([O:17][CH3:18])=[O:16])[N:3]=[N:2]1, predict the reactants needed to synthesize it. The reactants are: [N:1]([CH2:4][C:5]1[C:10]([F:11])=[CH:9][CH:8]=[CH:7][C:6]=1[F:12])=[N+:2]=[N-:3].Br[C:14](=[CH2:19])[C:15]([O:17][CH3:18])=[O:16].O. (3) Given the product [C:1]([O:5][C:6]([N:8]1[CH2:13][CH2:12][CH2:11][CH2:10][CH:9]1[CH2:14][NH:15][C:27]1[C:26]2[C:21](=[CH:22][CH:23]=[CH:24][CH:25]=2)[N:20]=[CH:19][N:30]=1)=[O:7])([CH3:4])([CH3:3])[CH3:2], predict the reactants needed to synthesize it. The reactants are: [C:1]([O:5][C:6]([N:8]1[CH2:13][CH2:12][CH2:11][CH2:10][C@H:9]1[CH2:14][NH2:15])=[O:7])([CH3:4])([CH3:3])[CH3:2].ClN1[C:26]2[C:21](=[CH:22][CH:23]=[CH:24][CH:25]=2)[N:20]=[CH:19]C1.[CH:27]([N:30](C(C)C)CC)(C)C. (4) Given the product [CH3:5][C:6]1[CH:7]=[C:8]([CH:26]=[C:27]([C:30]([OH:32])=[O:31])[C:28]=1[OH:29])[CH:9]=[C:10]1[S:14][C:13](=[O:15])[N:12]([CH2:16][C:17]2[CH:22]=[CH:21][C:20]([Cl:23])=[C:19]([Cl:24])[CH:18]=2)[C:11]1=[O:25], predict the reactants needed to synthesize it. The reactants are: B(Br)(Br)Br.[CH3:5][C:6]1[CH:7]=[C:8]([CH:26]=[C:27]([C:30]([O:32]CC2C=CC=CC=2)=[O:31])[C:28]=1[OH:29])[CH:9]=[C:10]1[S:14][C:13](=[O:15])[N:12]([CH2:16][C:17]2[CH:22]=[CH:21][C:20]([Cl:23])=[C:19]([Cl:24])[CH:18]=2)[C:11]1=[O:25].ClCCl. (5) Given the product [C:38]([O:37][C:35](=[O:36])[N:26]([C:16]1[CH:17]=[C:18]([N:20]2[CH2:25][CH2:24][O:23][CH2:22][CH2:21]2)[CH:19]=[C:14]([CH2:13][S:12][C:8]2[S:9][C:10]([CH3:11])=[C:6]([CH2:4][OH:3])[N:7]=2)[N:15]=1)[CH2:27][C:28]1[CH:33]=[CH:32][CH:31]=[C:30]([CH3:34])[N:29]=1)([CH3:41])([CH3:40])[CH3:39], predict the reactants needed to synthesize it. The reactants are: C([O:3][C:4]([C:6]1[N:7]=[C:8]([S:12][CH2:13][C:14]2[CH:19]=[C:18]([N:20]3[CH2:25][CH2:24][O:23][CH2:22][CH2:21]3)[CH:17]=[C:16]([N:26]([C:35]([O:37][C:38]([CH3:41])([CH3:40])[CH3:39])=[O:36])[CH2:27][C:28]3[CH:33]=[CH:32][CH:31]=[C:30]([CH3:34])[N:29]=3)[N:15]=2)[S:9][C:10]=1[CH3:11])=O)C.[H-].[Al+3].[Li+].[H-].[H-].[H-].O.O.O.O.O.O.O.O.O.O.S([O-])([O-])(=O)=O.[Na+].[Na+]. (6) Given the product [I:1][C:2]1[CH:7]=[CH:6][CH:5]=[CH:4][C:3]=1[CH2:8][C:9]([O:11][CH3:17])=[O:10], predict the reactants needed to synthesize it. The reactants are: [I:1][C:2]1[CH:7]=[CH:6][CH:5]=[CH:4][C:3]=1[CH2:8][C:9]([OH:11])=[O:10].S(=O)(=O)(O)O.[CH3:17]O.